From a dataset of Forward reaction prediction with 1.9M reactions from USPTO patents (1976-2016). Predict the product of the given reaction. (1) Given the reactants [F:1][C:2]([F:23])([F:22])[C:3]([N:5]([CH2:15][CH:16]1[O:21][CH2:20][CH2:19][NH:18][CH2:17]1)[C@@H:6]1[CH2:8][C@H:7]1[C:9]1[CH:14]=[CH:13][CH:12]=[CH:11][CH:10]=1)=[O:4].O=[CH:25][CH2:26][CH2:27][C:28]1[CH:38]=[CH:37][C:31]([C:32]([O:34][CH2:35][CH3:36])=[O:33])=[CH:30][CH:29]=1.C(O[BH-](OC(=O)C)OC(=O)C)(=O)C.[Na+], predict the reaction product. The product is: [F:23][C:2]([F:22])([F:1])[C:3]([N:5]([CH2:15][CH:16]1[CH2:17][N:18]([CH2:25][CH2:26][CH2:27][C:28]2[CH:38]=[CH:37][C:31]([C:32]([O:34][CH2:35][CH3:36])=[O:33])=[CH:30][CH:29]=2)[CH2:19][CH2:20][O:21]1)[C@@H:6]1[CH2:8][C@H:7]1[C:9]1[CH:10]=[CH:11][CH:12]=[CH:13][CH:14]=1)=[O:4]. (2) Given the reactants [OH:1][C:2]1[CH:7]=[CH:6][CH:5]=[CH:4][C:3]=1[C:8](/[C:10](=[CH:18]\[C:19]1[CH:24]=[CH:23][C:22]([O:25][CH3:26])=[CH:21][CH:20]=1)/C(OC(C)(C)C)=O)=[O:9], predict the reaction product. The product is: [CH3:26][O:25][C:22]1[CH:23]=[CH:24][C:19]([C@H:18]2[CH2:10][C:8](=[O:9])[C:3]3[C:2](=[CH:7][CH:6]=[CH:5][CH:4]=3)[O:1]2)=[CH:20][CH:21]=1. (3) Given the reactants [I:1][CH2:2][C:3]1[N:4]=[C:5]([C:14]2[CH:19]=[CH:18][C:17]([CH3:20])=[CH:16][CH:15]=2)[O:6][C:7]=1[C:8]1C=CC=CC=1.[CH3:21][C:22](=NO)[C:23](=O)C.C1C2C(=CC=CC=2)C=CC=1C=O, predict the reaction product. The product is: [CH3:8][C:7]1[O:6][C:5]([C:14]2[CH:15]=[CH:16][C:17]3[C:18](=[CH:21][CH:22]=[CH:23][CH:20]=3)[CH:19]=2)=[N:4][C:3]=1[CH2:2][I:1]. (4) Given the reactants [F:1][C:2]1[CH:7]=[C:6]([F:8])[CH:5]=[CH:4][C:3]=1[N:9]1[C:17](=[O:18])[C:16]2[C@H:15]3[C:19]([CH3:21])([CH3:20])[C@:12]([CH3:22])([CH2:13][CH2:14]3)[C:11]=2[NH:10]1.[CH2:23](I)[CH:24]=[CH2:25], predict the reaction product. The product is: [CH2:25]([N:10]1[C:11]2[C@:12]3([CH3:22])[C:19]([CH3:21])([CH3:20])[C@@H:15]([CH2:14][CH2:13]3)[C:16]=2[C:17](=[O:18])[N:9]1[C:3]1[CH:4]=[CH:5][C:6]([F:8])=[CH:7][C:2]=1[F:1])[CH:24]=[CH2:23]. (5) The product is: [CH3:1][O:2][C:3]1[C:12]([O:13][CH3:14])=[C:11]2[C:6]([C:7]([N:15]([CH3:24])[CH:16]3[CH2:20][CH2:19][O:18][CH:17]3[CH3:21])=[N:8][CH:9]=[N:10]2)=[CH:5][CH:4]=1. Given the reactants [CH3:1][O:2][C:3]1[C:12]([O:13][CH3:14])=[C:11]2[C:6]([C:7]([NH:15][CH:16]3[CH2:20][CH2:19][O:18][CH:17]3[CH3:21])=[N:8][CH:9]=[N:10]2)=[CH:5][CH:4]=1.[H-].[Na+].[CH3:24]N(C=O)C.C1COCC1, predict the reaction product. (6) Given the reactants [C:1]([O:4][C@H:5]1[C@H:10]([O:11][C:12](=[O:14])[CH3:13])[C@@H:9]([O:15][C:16](=[O:18])[CH3:17])[C@H:8]([C:19]2[CH:24]=[CH:23][C:22]([Cl:25])=[C:21]([CH2:26]Br)[CH:20]=2)[O:7][C@@H:6]1[CH2:28][O:29][C:30](=[O:32])[CH3:31])(=[O:3])[CH3:2].CC1(C)C(C)(C)OB([C:41]2[CH:46]=[CH:45][C:44]([C:47](=[O:50])[CH2:48][CH3:49])=[CH:43][CH:42]=2)O1.C([O-])([O-])=O.[Na+].[Na+], predict the reaction product. The product is: [C:1]([O:4][C@H:5]1[C@H:10]([O:11][C:12](=[O:14])[CH3:13])[C@@H:9]([O:15][C:16](=[O:18])[CH3:17])[C@H:8]([C:19]2[CH:24]=[CH:23][C:22]([Cl:25])=[C:21]([CH2:26][C:41]3[CH:46]=[CH:45][C:44]([C:47](=[O:50])[CH2:48][CH3:49])=[CH:43][CH:42]=3)[CH:20]=2)[O:7][C@@H:6]1[CH2:28][O:29][C:30](=[O:32])[CH3:31])(=[O:3])[CH3:2]. (7) Given the reactants [F:1][C:2]([F:15])([F:14])[CH2:3][O:4][C:5]1[CH:13]=[CH:12][CH:11]=[CH:10][C:6]=1[C:7]([OH:9])=[O:8].[Al+3].[Cl-].[Cl-].[Cl-].[Br:20]Br, predict the reaction product. The product is: [Br:20][C:11]1[CH:12]=[CH:13][C:5]([O:4][CH2:3][C:2]([F:14])([F:15])[F:1])=[C:6]([CH:10]=1)[C:7]([OH:9])=[O:8]. (8) Given the reactants C([Li])CCC.[F:6][C:7]1[CH:12]=[CH:11][CH:10]=[CH:9][C:8]=1[F:13].C[O:15][B:16](OC)[O:17]C.Cl, predict the reaction product. The product is: [F:6][C:7]1[C:8]([F:13])=[CH:9][CH:10]=[CH:11][C:12]=1[B:16]([OH:17])[OH:15].